From a dataset of Reaction yield outcomes from USPTO patents with 853,638 reactions. Predict the reaction yield, written as a fraction of the theoretical maximum amount of product (1.0 means a 100% yield; for example, 0.34 means a 34% yield). The reactants are [CH3:1][C:2]1[CH:3]=[C:4]2[C:8](=[CH:9][CH:10]=1)[NH:7][C:6](=[O:11])[C:5]2=O.O.NN.Cl. The catalyst is C(OCC)(=O)C.CCCCCC. The product is [CH3:1][C:2]1[CH:3]=[C:4]2[C:8](=[CH:9][CH:10]=1)[NH:7][C:6](=[O:11])[CH2:5]2. The yield is 0.470.